From a dataset of Forward reaction prediction with 1.9M reactions from USPTO patents (1976-2016). Predict the product of the given reaction. (1) Given the reactants [CH3:1][C:2]1[C:6]([C:7]([O:9][CH2:10][CH3:11])=[O:8])=[CH:5][NH:4][N:3]=1.FC(F)(F)S(O[CH2:18][CH:19]([F:21])[F:20])(=O)=O.C(=O)([O-])[O-].[Cs+].[Cs+], predict the reaction product. The product is: [F:20][CH:19]([F:21])[CH2:18][N:3]1[C:2]([CH3:1])=[C:6]([C:7]([O:9][CH2:10][CH3:11])=[O:8])[CH:5]=[N:4]1. (2) Given the reactants [NH:1]1[CH:5]=[CH:4][C:3](B(O)O)=[N:2]1.Cl[C:10]1[N:15]=[CH:14][C:13]([NH:16][C:17]([N:19]2[CH2:27][C:26]3[C:21](=[CH:22][CH:23]=[CH:24][CH:25]=3)[CH2:20]2)=[O:18])=[CH:12][CH:11]=1.Br[C:29]1[CH:30]=[C:31]2[C:35](=CC=1)CN(C(NC1C=[CH:35][C:31]([C:32](=O)NCCC)=[CH:30][CH:29]=1)=O)[CH2:32]2, predict the reaction product. The product is: [CH3:32][CH:31]([CH3:35])[CH2:30][CH2:29][N:1]1[CH:5]=[C:4]([C:10]2[N:15]=[CH:14][C:13]([NH:16][C:17]([N:19]3[CH2:27][C:26]4[C:21](=[CH:22][CH:23]=[CH:24][CH:25]=4)[CH2:20]3)=[O:18])=[CH:12][CH:11]=2)[CH:3]=[N:2]1. (3) Given the reactants [CH3:1][C:2]1[C:6]([CH2:7][C:8]2[CH:13]=[CH:12][CH:11]=[CH:10][C:9]=2[CH3:14])=[C:5]([NH2:15])[NH:4][N:3]=1.O=[C:17]([C:24]1[CH:29]=[CH:28][N:27]=[CH:26][CH:25]=1)[CH2:18][C:19]([O:21][CH2:22][CH3:23])=O.C(O)(=[O:32])C, predict the reaction product. The product is: [C:22]([O:21][C:19]1[N:4]2[N:3]=[C:2]([CH3:1])[C:6]([CH2:7][C:8]3[CH:13]=[CH:12][CH:11]=[CH:10][C:9]=3[CH3:14])=[C:5]2[N:15]=[C:17]([C:24]2[CH:29]=[CH:28][N:27]=[CH:26][CH:25]=2)[CH:18]=1)(=[O:32])[CH3:23]. (4) Given the reactants Br.C([O:9][C:10]1[C:14]([O:15][CH2:16][C:17]2[CH:22]=[CH:21][CH:20]=[CH:19][CH:18]=2)=[C:13]([C:23](=[O:27])[N:24]([CH3:26])[CH3:25])[N:12]([C:28]2[CH:33]=[CH:32][C:31]([O:34][CH3:35])=[CH:30][CH:29]=2)[C:11]=1[C:36]([O:38][CH2:39][CH3:40])=[O:37])C1C=CC=CC=1, predict the reaction product. The product is: [CH2:16]([O:15][C:14]1[C:10]([OH:9])=[C:11]([C:36]([O:38][CH2:39][CH3:40])=[O:37])[N:12]([C:28]2[CH:29]=[CH:30][C:31]([O:34][CH3:35])=[CH:32][CH:33]=2)[C:13]=1[C:23](=[O:27])[N:24]([CH3:26])[CH3:25])[C:17]1[CH:22]=[CH:21][CH:20]=[CH:19][CH:18]=1.